This data is from Forward reaction prediction with 1.9M reactions from USPTO patents (1976-2016). The task is: Predict the product of the given reaction. (1) Given the reactants B([O-])([O-])[O-].[Si+4].B([O-])([O-])[O-].B([O-])([O-])[O-].B([O-])([O-])[O-].[Si+4].[Si+4].[F:20][C:21]([F:50])([F:49])[CH2:22][C:23]([NH:25][CH2:26][C:27]1[CH:32]=[CH:31][C:30](/[CH:33]=[CH:34]/[CH:35]([C:40]2[CH:45]=[C:44]([Cl:46])[C:43]([Cl:47])=[C:42]([Cl:48])[CH:41]=2)[C:36]([F:39])([F:38])[F:37])=[CH:29][CH:28]=1)=[O:24], predict the reaction product. The product is: [F:49][C:21]([F:20])([F:50])[CH2:22][C:23]([NH:25][CH2:26][C:27]1[CH:32]=[CH:31][C:30](/[CH:33]=[CH:34]\[CH:35]([C:40]2[CH:41]=[C:42]([Cl:48])[C:43]([Cl:47])=[C:44]([Cl:46])[CH:45]=2)[C:36]([F:37])([F:38])[F:39])=[CH:29][CH:28]=1)=[O:24]. (2) Given the reactants [N:1]([CH:4]1[CH2:23][N:8]2[C:9]3[C:14]([C:15]([CH2:16][C:17]([O:19]CCC)=[O:18])=[C:7]2[CH2:6][CH2:5]1)=[CH:13][CH:12]=[CH:11][CH:10]=3)=[N+:2]=[N-:3].[C:24]([C:26]1[CH:31]=[CH:30][C:29]([F:32])=[CH:28][CH:27]=1)#[CH:25], predict the reaction product. The product is: [F:32][C:29]1[CH:30]=[CH:31][C:26]([C:24]2[N:1]([CH:4]3[CH2:23][N:8]4[C:9]5[C:14]([C:15]([CH2:16][C:17]([OH:19])=[O:18])=[C:7]4[CH2:6][CH2:5]3)=[CH:13][CH:12]=[CH:11][CH:10]=5)[N:2]=[N:3][CH:25]=2)=[CH:27][CH:28]=1. (3) The product is: [C:30]([N:26]1[CH2:27][CH2:28][CH:23]([N:22]([CH3:29])[C:4]2[C:5]([CH3:21])=[C:6]([CH:20]=[C:2]([Br:1])[CH:3]=2)[C:7]([NH:9][CH2:10][C:11]2[C:12](=[O:19])[NH:13][C:14]([CH3:18])=[CH:15][C:16]=2[CH3:17])=[O:8])[CH2:24][CH2:25]1)(=[O:32])[CH3:31]. Given the reactants [Br:1][C:2]1[CH:3]=[C:4]([N:22]([CH3:29])[CH:23]2[CH2:28][CH2:27][NH:26][CH2:25][CH2:24]2)[C:5]([CH3:21])=[C:6]([CH:20]=1)[C:7]([NH:9][CH2:10][C:11]1[C:12](=[O:19])[NH:13][C:14]([CH3:18])=[CH:15][C:16]=1[CH3:17])=[O:8].[C:30](O)(=[O:32])[CH3:31].C1CN([P+](ON2N=NC3C=CC=CC2=3)(N2CCCC2)N2CCCC2)CC1.F[P-](F)(F)(F)(F)F, predict the reaction product. (4) Given the reactants [C:1]([NH:18][C@H:19]([C:22]([OH:24])=[O:23])[CH2:20][OH:21])([O:3][CH2:4][CH:5]1[C:17]2[C:12](=[CH:13][CH:14]=[CH:15][CH:16]=2)[C:11]2[C:6]1=[CH:7][CH:8]=[CH:9][CH:10]=2)=[O:2].ClC(Cl)(Cl)C(=N)O[C:29]([CH3:32])([CH3:31])[CH3:30], predict the reaction product. The product is: [CH:7]1[C:6]2[CH:5]([CH2:4][O:3][C:1]([NH:18][CH:19]([CH2:20][OH:21])[C:22]([O:24][C:29]([CH3:32])([CH3:31])[CH3:30])=[O:23])=[O:2])[C:17]3[C:12](=[CH:13][CH:14]=[CH:15][CH:16]=3)[C:11]=2[CH:10]=[CH:9][CH:8]=1. (5) Given the reactants [CH3:1][C:2]1[CH:7]=[C:6]([CH3:8])[N:5]=[C:4]([N:9]2[CH2:16][CH:15]3[CH:11]([CH2:12][NH:13][CH2:14]3)[CH2:10]2)[N:3]=1.CC(O)=O.[Cl:21][C:22]1[CH:23]=[CH:24][C:25]([CH3:31])=[C:26]([CH:30]=1)[C:27](O)=[O:28], predict the reaction product. The product is: [Cl:21][C:22]1[CH:23]=[CH:24][C:25]([CH3:31])=[C:26]([C:27]([N:13]2[CH2:14][CH:15]3[CH:11]([CH2:10][N:9]([C:4]4[N:5]=[C:6]([CH3:8])[CH:7]=[C:2]([CH3:1])[N:3]=4)[CH2:16]3)[CH2:12]2)=[O:28])[CH:30]=1. (6) Given the reactants [Cl:1][C:2]1[CH:23]=[CH:22][C:5]([C:6]([C:8]2[CH:13]=[CH:12][CH:11]=[CH:10][C:9]=2[C:14]2[C:15]([CH:20]=[O:21])=[N:16][O:17][C:18]=2[CH3:19])=[O:7])=[CH:4][CH:3]=1.[CH2:24]1COCC1.C[Mg]Cl.[Cl-].[NH4+], predict the reaction product. The product is: [Cl:1][C:2]1[CH:3]=[CH:4][C:5]([C:6]([C:8]2[CH:13]=[CH:12][CH:11]=[CH:10][C:9]=2[C:14]2[C:15]([CH:20]([OH:21])[CH3:24])=[N:16][O:17][C:18]=2[CH3:19])=[O:7])=[CH:22][CH:23]=1. (7) The product is: [Cl:1][C:2]1[CH:9]=[CH:8][C:5]([C:6]#[N:7])=[C:4]([O:10][C:11]2[CH:16]=[CH:15][CH:14]=[C:13]([CH2:17][Cl:24])[C:12]=2[S:21][CH2:22][CH3:23])[CH:3]=1. Given the reactants [Cl:1][C:2]1[CH:9]=[CH:8][C:5]([C:6]#[N:7])=[C:4]([O:10][C:11]2[CH:16]=[CH:15][CH:14]=[C:13]([CH2:17]N(C)C)[C:12]=2[S:21][CH2:22][CH3:23])[CH:3]=1.[Cl:24]C(OCC)=O.O.C(OCC)C, predict the reaction product. (8) Given the reactants C[O:2][C:3](=[O:17])[C@@H:4]1[CH2:8][C@@H:7](O)[CH2:6][N:5]1[C:10]([O:12][C:13]([CH3:16])([CH3:15])[CH3:14])=[O:11].CNCCCCOC1C(CC2C=CC(O)=CC=2)=CC=CC=1.[F:39]C1(F)N(C)CCN1C.[OH-].[K+], predict the reaction product. The product is: [C:13]([O:12][C:10]([N:5]1[CH2:6][C@@H:7]([F:39])[CH2:8][C@H:4]1[C:3]([OH:2])=[O:17])=[O:11])([CH3:16])([CH3:15])[CH3:14]. (9) Given the reactants N12CCCN=C1CCCCC2.Br[C:13]1[CH:20]([CH:21]([OH:26])[C:22]([O:24]C)=[O:23])[CH2:19][CH2:18][CH2:17][CH2:16][CH2:15][CH:14]=1.Cl, predict the reaction product. The product is: [C:18]1[CH2:17][CH2:16][CH2:15][CH2:14][CH2:13][CH:20]([CH:21]([OH:26])[C:22]([OH:24])=[O:23])[C:19]#1. (10) Given the reactants [BH4-].[Na+].[F:3][C:4]1[CH:16]=[C:15]([C:17]([F:20])([F:19])[F:18])[CH:14]=[CH:13][C:5]=1[C:6]([CH:8]1[CH2:10][CH:9]1[C:11]#[N:12])=[O:7].[Cl-].[NH4+], predict the reaction product. The product is: [F:3][C:4]1[CH:16]=[C:15]([C:17]([F:20])([F:19])[F:18])[CH:14]=[CH:13][C:5]=1[CH:6]([OH:7])[CH:8]1[CH2:10][CH:9]1[C:11]#[N:12].